From a dataset of Full USPTO retrosynthesis dataset with 1.9M reactions from patents (1976-2016). Predict the reactants needed to synthesize the given product. (1) Given the product [O:16]1[C:17]2=[CH:18][CH:19]=[CH:24][C:23]2=[CH:22][CH:21]=[C:20]1[C:4]1[CH:3]=[CH:2][CH:7]=[CH:6][C:5]=1/[CH:8]=[CH:9]/[S:10]([OH:13])(=[O:11])=[O:12], predict the reactants needed to synthesize it. The reactants are: Br[C:2]1[CH:7]=[CH:6][C:5](/[CH:8]=[CH:9]/[S:10]([O:13]CC)(=[O:12])=[O:11])=[CH:4][CH:3]=1.[O:16]1[C:20]2[CH:21]=[CH:22][CH:23]=[CH:24][C:19]=2[CH:18]=[C:17]1B(O)O.C(=O)([O-])[O-].[Na+].[Na+].O. (2) Given the product [OH:8][C:9]1[CH:13]=[C:12]([CH3:1])[N:11]([C:14]([O:16][CH2:17][CH3:18])=[O:15])[N:10]=1, predict the reactants needed to synthesize it. The reactants are: [CH2:1](N(CC)CC)C.[OH:8][C:9]1[CH:13]=[CH:12][NH:11][N:10]=1.[C:14](O[C:14]([O:16][CH2:17][CH3:18])=[O:15])([O:16][CH2:17][CH3:18])=[O:15]. (3) Given the product [F:26][C:27]1[CH:37]=[CH:36][C:35]([F:38])=[CH:34][C:28]=1[CH:29]=[CH:30][C:31]([NH:8][C@H:7]([C:9]([O:11][CH3:12])=[O:10])[CH2:6][C:5]1[C:13]2[C:18](=[CH:17][CH:16]=[CH:15][CH:14]=2)[N:3]([CH3:2])[CH:4]=1)=[O:32], predict the reactants needed to synthesize it. The reactants are: Cl.[CH3:2][N:3]1[C:18]2[C:13](=[CH:14][CH:15]=[CH:16][CH:17]=2)[C:5]([CH2:6][C@@H:7]([C:9]([O:11][CH3:12])=[O:10])[NH2:8])=[CH:4]1.C(N(CC)CC)C.[F:26][C:27]1[CH:37]=[CH:36][C:35]([F:38])=[CH:34][C:28]=1[CH:29]=[CH:30][C:31](O)=[O:32].CCN=C=NCCCN(C)C.Cl.